From a dataset of Forward reaction prediction with 1.9M reactions from USPTO patents (1976-2016). Predict the product of the given reaction. (1) Given the reactants [CH2:1]([C:3]1[CH:8]=[CH:7][C:6]([C:9]2[N:13]([CH3:14])[N:12]=[C:11]([C:15](=O)[CH3:16])[C:10]=2[OH:18])=[CH:5][CH:4]=1)[CH3:2].[NH:19]([C:21]([NH:23][C:24]1[CH:32]=[CH:31][C:27]([C:28]([OH:30])=[O:29])=[CH:26][CH:25]=1)=[S:22])[NH2:20].CN(C)C=O, predict the reaction product. The product is: [CH2:1]([C:3]1[CH:8]=[CH:7][C:6]([C:9]2[N:13]([CH3:14])[N:12]=[C:11]([C:15](=[N:20][NH:19][C:21]([NH:23][C:24]3[CH:32]=[CH:31][C:27]([C:28]([OH:30])=[O:29])=[CH:26][CH:25]=3)=[S:22])[CH3:16])[C:10]=2[OH:18])=[CH:5][CH:4]=1)[CH3:2]. (2) Given the reactants [CH2:1]([C:5]1[N:10]=[C:9]([CH3:11])[N:8]([C:12]2[CH:13]=[C:14]3[C:18](=[CH:19][CH:20]=2)[CH:17]([OH:21])[CH2:16][CH2:15]3)[C:7](=[O:22])[C:6]=1[CH2:23][C:24]1[CH:29]=[CH:28][C:27]([C:30]2[CH:35]=[CH:34][CH:33]=[CH:32][C:31]=2[C:36]2[NH:40][C:39](=[O:41])[O:38][N:37]=2)=[CH:26][CH:25]=1)[CH2:2][CH2:3][CH3:4].CC(OI1(OC(C)=O)(OC(C)=O)OC(=O)C2C1=CC=CC=2)=O.C(OCC)(=O)C.S([O-])([O-])(=O)=S.[Na+].[Na+], predict the reaction product. The product is: [CH2:1]([C:5]1[N:10]=[C:9]([CH3:11])[N:8]([C:12]2[CH:13]=[C:14]3[C:18](=[CH:19][CH:20]=2)[C:17](=[O:21])[CH2:16][CH2:15]3)[C:7](=[O:22])[C:6]=1[CH2:23][C:24]1[CH:29]=[CH:28][C:27]([C:30]2[CH:35]=[CH:34][CH:33]=[CH:32][C:31]=2[C:36]2[NH:40][C:39](=[O:41])[O:38][N:37]=2)=[CH:26][CH:25]=1)[CH2:2][CH2:3][CH3:4].